The task is: Predict the reaction yield, written as a fraction of the theoretical maximum amount of product (1.0 means a 100% yield; for example, 0.34 means a 34% yield).. This data is from Reaction yield outcomes from USPTO patents with 853,638 reactions. (1) The reactants are [CH:1]1([CH:7]([NH:19][C:20]2[CH:25]=[CH:24][C:23]([C:26]([N:28]([CH3:36])[CH2:29][CH2:30][C:31]([O:33][CH2:34][CH3:35])=[O:32])=[O:27])=[CH:22][CH:21]=2)[C:8]2[O:9][C:10]3[CH:17]=[CH:16][C:15]([OH:18])=[CH:14][C:11]=3[C:12]=2[CH3:13])[CH2:6][CH2:5][CH2:4][CH2:3][CH2:2]1.Cl[C:38]1[C:43]([C:44]#[N:45])=[CH:42][CH:41]=[CH:40][N:39]=1.C(=O)([O-])[O-].[K+].[K+].O. The catalyst is CN(C)C=O. The product is [C:44]([C:43]1[C:38]([O:18][C:15]2[CH:16]=[CH:17][C:10]3[O:9][C:8]([CH:7]([NH:19][C:20]4[CH:21]=[CH:22][C:23]([C:26]([N:28]([CH3:36])[CH2:29][CH2:30][C:31]([O:33][CH2:34][CH3:35])=[O:32])=[O:27])=[CH:24][CH:25]=4)[CH:1]4[CH2:6][CH2:5][CH2:4][CH2:3][CH2:2]4)=[C:12]([CH3:13])[C:11]=3[CH:14]=2)=[N:39][CH:40]=[CH:41][CH:42]=1)#[N:45]. The yield is 0.690. (2) The reactants are C(=O)([O-])[O-].[K+].[K+].Br[CH2:8][C:9]1[S:13][CH:12]=[C:11]([C:14]2[CH:19]=[C:18]([NH:20][CH:21]3[CH2:23][CH2:22]3)[N:17]3[N:24]=[CH:25][C:26]([CH:27]=[O:28])=[C:16]3[N:15]=2)[CH:10]=1.[NH:29]1[CH2:33][CH2:32][CH2:31][CH2:30]1.O. The catalyst is CN(C=O)C. The product is [CH:21]1([NH:20][C:18]2[N:17]3[N:24]=[CH:25][C:26]([CH:27]=[O:28])=[C:16]3[N:15]=[C:14]([C:11]3[CH:10]=[C:9]([CH2:8][N:29]4[CH2:33][CH2:32][CH2:31][CH2:30]4)[S:13][CH:12]=3)[CH:19]=2)[CH2:23][CH2:22]1. The yield is 0.540. (3) The reactants are Br[C:2]1[C:6]2[N:7]=[C:8]([NH2:11])[N:9]=[CH:10][C:5]=2[S:4][CH:3]=1.[NH2:12][C:13]1[CH:14]=[C:15](B(O)O)[CH:16]=[CH:17][CH:18]=1. No catalyst specified. The product is [NH2:12][C:13]1[CH:18]=[C:17]([C:2]2[C:6]3[N:7]=[C:8]([NH2:11])[N:9]=[CH:10][C:5]=3[S:4][CH:3]=2)[CH:16]=[CH:15][CH:14]=1. The yield is 0.750.